Predict the reaction yield, written as a fraction of the theoretical maximum amount of product (1.0 means a 100% yield; for example, 0.34 means a 34% yield). From a dataset of Reaction yield outcomes from USPTO patents with 853,638 reactions. (1) The reactants are Br[C:2]1[CH:3]=[C:4]([C:9]2[N:14]=[C:13]([C:15]3[CH:20]=[CH:19][CH:18]=[CH:17][CH:16]=3)[N:12]=[C:11]([C:21]3[CH:26]=[CH:25][CH:24]=[CH:23][CH:22]=3)[N:10]=2)[CH:5]=[C:6]([Cl:8])[CH:7]=1.[CH:27]1[C:40]2[CH:39]=[C:38](B(O)O)[C:37]3[C:32](=[CH:33][CH:34]=[CH:35][CH:36]=3)[C:31]=2[CH:30]=[CH:29][CH:28]=1.[OH-].[Na+].O1CCCC1. The catalyst is [Pd].C1(P(C2C=CC=CC=2)C2C=CC=CC=2)C=CC=CC=1.C1(P(C2C=CC=CC=2)C2C=CC=CC=2)C=CC=CC=1.C1(P(C2C=CC=CC=2)C2C=CC=CC=2)C=CC=CC=1.C1(P(C2C=CC=CC=2)C2C=CC=CC=2)C=CC=CC=1.O. The product is [Cl:8][C:6]1[CH:5]=[C:4]([C:9]2[N:14]=[C:13]([C:15]3[CH:20]=[CH:19][CH:18]=[CH:17][CH:16]=3)[N:12]=[C:11]([C:21]3[CH:26]=[CH:25][CH:24]=[CH:23][CH:22]=3)[N:10]=2)[CH:3]=[C:2]([C:39]2[C:40]3[C:31]([C:32]4[CH:33]=[CH:34][CH:35]=[CH:36][C:37]=4[CH:38]=2)=[CH:30][CH:29]=[CH:28][CH:27]=3)[CH:7]=1. The yield is 0.920. (2) The reactants are [CH2:1]([O:8][C:9]1[CH:10]=[C:11]([CH:44]=[CH:45][CH:46]=1)[CH2:12][C@@H:13]1[C@@H:17]([CH2:18][CH2:19][C@@H:20]([O:26][Si:27]([C:30]([CH3:33])([CH3:32])[CH3:31])([CH3:29])[CH3:28])[CH2:21][CH2:22][CH2:23][CH2:24][CH3:25])[C@H:16]([O:34][Si:35]([C:38]([CH3:41])([CH3:40])[CH3:39])([CH3:37])[CH3:36])[CH2:15][C@@H:14]1[CH2:42][OH:43])[C:2]1[CH:7]=[CH:6][CH:5]=[CH:4][CH:3]=1.C(N(CC)CC)C.[C:54]1([CH3:64])[CH:59]=[CH:58][C:57]([S:60](Cl)(=[O:62])=[O:61])=[CH:56][CH:55]=1.C([O-])(O)=O.[Na+]. The catalyst is C(Cl)Cl.CN(C)C1C=CN=CC=1. The product is [CH3:64][C:54]1[CH:59]=[CH:58][C:57]([S:60]([O:43][CH2:42][C@H:14]2[CH2:15][C@@H:16]([O:34][Si:35]([C:38]([CH3:41])([CH3:40])[CH3:39])([CH3:37])[CH3:36])[C@H:17]([CH2:18][CH2:19][C@@H:20]([O:26][Si:27]([C:30]([CH3:31])([CH3:32])[CH3:33])([CH3:28])[CH3:29])[CH2:21][CH2:22][CH2:23][CH2:24][CH3:25])[C@H:13]2[CH2:12][C:11]2[CH:44]=[CH:45][CH:46]=[C:9]([O:8][CH2:1][C:2]3[CH:7]=[CH:6][CH:5]=[CH:4][CH:3]=3)[CH:10]=2)(=[O:62])=[O:61])=[CH:56][CH:55]=1. The yield is 0.540.